This data is from Reaction yield outcomes from USPTO patents with 853,638 reactions. The task is: Predict the reaction yield, written as a fraction of the theoretical maximum amount of product (1.0 means a 100% yield; for example, 0.34 means a 34% yield). (1) The reactants are [Cl:1][C:2]1[CH:7]=[CH:6][C:5]([CH:8]([CH2:11][OH:12])[C:9]#[N:10])=[C:4]([CH3:13])[CH:3]=1.ClC1C=C[C:18]([O:21]C(F)F)=[CH:17]C=1C(CO)C#N. No catalyst specified. The product is [C:18]([O:12][CH2:11][CH:8]([C:5]1[CH:6]=[CH:7][C:2]([Cl:1])=[CH:3][C:4]=1[CH3:13])[C:9]#[N:10])(=[O:21])[CH3:17]. The yield is 0.740. (2) The reactants are [CH2:1]([C:3]1[S:28][C:6]2[N:7]([CH2:13][C:14]3[CH:19]=[CH:18][C:17]([C:20]4[C:21]([C:26]#[N:27])=[CH:22][CH:23]=[CH:24][CH:25]=4)=[CH:16][CH:15]=3)[C:8](=[O:12])[NH:9][C:10](=[O:11])[C:5]=2[CH:4]=1)[CH3:2].Br[CH2:30][C:31]([C:33]1[CH:38]=[CH:37][C:36]([O:39][CH3:40])=[C:35]([O:41][CH3:42])[CH:34]=1)=[O:32].CN(C)C=O.[H-].[Na+]. The catalyst is C(OCC)(=O)C. The product is [CH3:42][O:41][C:35]1[CH:34]=[C:33]([C:31](=[O:32])[CH2:30][N:9]2[C:10](=[O:11])[C:5]3[CH:4]=[C:3]([CH2:1][CH3:2])[S:28][C:6]=3[N:7]([CH2:13][C:14]3[CH:19]=[CH:18][C:17]([C:20]4[C:21]([C:26]#[N:27])=[CH:22][CH:23]=[CH:24][CH:25]=4)=[CH:16][CH:15]=3)[C:8]2=[O:12])[CH:38]=[CH:37][C:36]=1[O:39][CH3:40]. The yield is 0.860.